This data is from Forward reaction prediction with 1.9M reactions from USPTO patents (1976-2016). The task is: Predict the product of the given reaction. (1) Given the reactants [NH2:1][CH:2]1[CH:7]2[CH2:8][C:9](=[CH2:11])[CH2:10][CH:3]1[CH2:4][C:5](=[O:12])[CH2:6]2.CCN(CC)CC.[CH3:20][C:21]([O:24][C:25](O[C:25]([O:24][C:21]([CH3:23])([CH3:22])[CH3:20])=[O:26])=[O:26])([CH3:23])[CH3:22], predict the reaction product. The product is: [C:21]([O:24][C:25](=[O:26])[NH:1][CH:2]1[CH:7]2[CH2:8][C:9](=[CH2:11])[CH2:10][CH:3]1[CH2:4][C:5](=[O:12])[CH2:6]2)([CH3:23])([CH3:22])[CH3:20]. (2) Given the reactants Cl[C:2]1[N:7]=[CH:6][N:5]=[C:4]([NH2:8])[CH:3]=1.[C:9]1(B(O)O)[CH:14]=[CH:13][CH:12]=[CH:11][CH:10]=1.C(=O)([O-])[O-].[Na+].[Na+].C(O)C, predict the reaction product. The product is: [C:9]1([C:2]2[N:7]=[CH:6][N:5]=[C:4]([NH2:8])[CH:3]=2)[CH:14]=[CH:13][CH:12]=[CH:11][CH:10]=1. (3) Given the reactants [NH2:1][C:2]([CH3:27])([CH3:26])[C:3]([O:5][CH2:6][N:7]1[C:12](=[O:13])[CH2:11][CH2:10][CH:9]([N:14]2[C:22](=[O:23])[C:21]3[C:16](=[CH:17][CH:18]=[CH:19][CH:20]=3)[C:15]2=[O:24])[C:8]1=[O:25])=[O:4].[Br:28][CH2:29][C:30](O)=[O:31], predict the reaction product. The product is: [Br:28][CH2:29][C:30]([NH:1][C:2]([CH3:27])([CH3:26])[C:3]([O:5][CH2:6][N:7]1[C:12](=[O:13])[CH2:11][CH2:10][CH:9]([N:14]2[C:22](=[O:23])[C:21]3[C:16](=[CH:17][CH:18]=[CH:19][CH:20]=3)[C:15]2=[O:24])[C:8]1=[O:25])=[O:4])=[O:31]. (4) Given the reactants C(O)(=O)C(O)=O.[N:7]1[CH:12]=[CH:11][CH:10]=[CH:9][C:8]=1[N:13]([CH2:37][CH2:38][C:39]([O:41][CH2:42][CH3:43])=[O:40])[C:14]([C:16]1[CH:36]=[CH:35][C:19]2[N:20]([CH3:34])[C:21]([CH2:23][NH:24][C:25]3[CH:30]=[CH:29][C:28]([C:31](=[NH:33])[NH2:32])=[CH:27][CH:26]=3)=[N:22][C:18]=2[CH:17]=1)=[O:15].C(=O)([O-])[O-].[K+].[K+].[CH2:50]([O:56][C:57](Cl)=[O:58])[CH2:51][CH2:52][CH2:53][CH2:54][CH3:55], predict the reaction product. The product is: [CH3:55][CH2:54][CH2:53][CH2:52][CH2:51][CH2:50][O:56][C:57](/[N:33]=[C:31](\[NH2:32])/[C:28]1[CH:27]=[CH:26][C:25]([NH:24][CH2:23][C:21]2[N:20]([CH3:34])[C:19]3[CH:35]=[CH:36][C:16]([C:14]([N:13]([C:8]4[CH:9]=[CH:10][CH:11]=[CH:12][N:7]=4)[CH2:37][CH2:38][C:39]([O:41][CH2:42][CH3:43])=[O:40])=[O:15])=[CH:17][C:18]=3[N:22]=2)=[CH:30][CH:29]=1)=[O:58]. (5) Given the reactants [CH3:1][C:2]1[NH:3][C:4]([CH2:7][NH2:8])=[N:5][N:6]=1.Cl[C:10]1[CH:15]=[C:14]([C:16]2[CH:21]=[CH:20][CH:19]=[C:18]([CH3:22])[C:17]=2[CH3:23])[N:13]=[C:12]([NH2:24])[N:11]=1, predict the reaction product. The product is: [CH3:23][C:17]1[C:18]([CH3:22])=[CH:19][CH:20]=[CH:21][C:16]=1[C:14]1[N:13]=[C:12]([NH2:24])[N:11]=[C:10]([NH:8][CH2:7][C:4]2[NH:3][C:2]([CH3:1])=[N:6][N:5]=2)[CH:15]=1.